This data is from Merck oncology drug combination screen with 23,052 pairs across 39 cell lines. The task is: Regression. Given two drug SMILES strings and cell line genomic features, predict the synergy score measuring deviation from expected non-interaction effect. (1) Drug 1: CC(=O)OC1C(=O)C2(C)C(O)CC3OCC3(OC(C)=O)C2C(OC(=O)c2ccccc2)C2(O)CC(OC(=O)C(O)C(NC(=O)c3ccccc3)c3ccccc3)C(C)=C1C2(C)C. Drug 2: O=C(NOCC(O)CO)c1ccc(F)c(F)c1Nc1ccc(I)cc1F. Cell line: NCIH460. Synergy scores: synergy=28.0. (2) Drug 1: CS(=O)(=O)CCNCc1ccc(-c2ccc3ncnc(Nc4ccc(OCc5cccc(F)c5)c(Cl)c4)c3c2)o1. Drug 2: Cn1cc(-c2cnn3c(N)c(Br)c(C4CCCNC4)nc23)cn1. Cell line: OV90. Synergy scores: synergy=-1.35. (3) Drug 1: COC12C(COC(N)=O)C3=C(C(=O)C(C)=C(N)C3=O)N1CC1NC12. Drug 2: COC1=C2CC(C)CC(OC)C(O)C(C)C=C(C)C(OC(N)=O)C(OC)C=CC=C(C)C(=O)NC(=CC1=O)C2=O. Cell line: UWB1289BRCA1. Synergy scores: synergy=-2.04.